Dataset: Catalyst prediction with 721,799 reactions and 888 catalyst types from USPTO. Task: Predict which catalyst facilitates the given reaction. (1) Reactant: [C:1]([C:3]([C:16]1[CH:21]=[CH:20][CH:19]=[CH:18][CH:17]=1)([CH2:10][C:11]([O:13][CH2:14][CH3:15])=[O:12])[CH2:4][C:5](OCC)=[O:6])#[N:2]. Product: [O:6]=[C:5]1[NH:2][CH2:1][C:3]([CH2:10][C:11]([O:13][CH2:14][CH3:15])=[O:12])([C:16]2[CH:21]=[CH:20][CH:19]=[CH:18][CH:17]=2)[CH2:4]1. The catalyst class is: 319. (2) Reactant: [C:1]([C:5]1[O:9][N:8]=[C:7]([N:10]2[C:14](=[O:15])[C:13]([Cl:16])=[C:12]([NH:17]CC3C=CC(OC)=CC=3OC)[CH:11]2[OH:29])[CH:6]=1)([CH3:4])([CH3:3])[CH3:2]. Product: [NH2:17][C:12]1[CH:11]([OH:29])[N:10]([C:7]2[CH:6]=[C:5]([C:1]([CH3:3])([CH3:2])[CH3:4])[O:9][N:8]=2)[C:14](=[O:15])[C:13]=1[Cl:16]. The catalyst class is: 33.